This data is from Forward reaction prediction with 1.9M reactions from USPTO patents (1976-2016). The task is: Predict the product of the given reaction. (1) The product is: [Cl:44][C:41]1[CH:20]=[CH:19][CH:15]=[CH:14][C:18]=1[CH:39]([O:12][C:11]([NH:10][C:14]1[C:15]([C:19]2[CH:20]=[CH:21][C:22]([CH2:25][CH2:26][S:30][CH2:29][C:28]([O:32][CH3:33])=[O:31])=[CH:23][CH:24]=2)=[N:16][O:17][CH:18]=1)=[O:13])[CH3:40]. Given the reactants ClC1C=CC=CC=1C([N:10]([C:14]1[C:15]([C:19]2[CH:24]=[CH:23][C:22]([CH2:25][CH2:26]Cl)=[CH:21][CH:20]=2)=[N:16][O:17][CH:18]=1)[C:11](=[O:13])[O-:12])C.[C:28]([O:32][CH3:33])(=[O:31])[CH2:29][SH:30].C(N([CH2:39][CH3:40])CC)C.[CH:41]([Cl:44])(Cl)Cl, predict the reaction product. (2) Given the reactants [CH3:1][O:2][C:3]1[CH:8]=[CH:7][C:6]([C:9]#[N:10])=[CH:5][N:4]=1.B, predict the reaction product. The product is: [CH3:1][O:2][C:3]1[N:4]=[CH:5][C:6]([CH2:9][NH2:10])=[CH:7][CH:8]=1. (3) Given the reactants [CH2:1]([C:5]1[NH:9][N:8]=[C:7]([C:10]2[CH:15]=[CH:14][C:13]([CH3:16])=[CH:12][CH:11]=2)[C:6]=1[C:17]1[CH:22]=[CH:21][CH:20]=[CH:19][CH:18]=1)[CH2:2][CH:3]=C.[BH4-].[Na+].C[OH:26], predict the reaction product. The product is: [C:17]1([C:6]2[C:7]([C:10]3[CH:15]=[CH:14][C:13]([CH3:16])=[CH:12][CH:11]=3)=[N:8][NH:9][C:5]=2[CH2:1][CH2:2][CH2:3][OH:26])[CH:22]=[CH:21][CH:20]=[CH:19][CH:18]=1. (4) Given the reactants [CH3:1][CH:2]([N:4]1[C:8]([C:9](Cl)=[O:10])=[CH:7][CH:6]=[N:5]1)[CH3:3].[C:12]1([S:18]([N:21]2[C:29]3[CH:28]=[C:27]([Sn:30]([CH3:33])([CH3:32])[CH3:31])[CH:26]=[C:25]([NH2:34])[C:24]=3[CH:23]=[N:22]2)(=[O:20])=[O:19])[CH:17]=[CH:16][CH:15]=[CH:14][CH:13]=1.C(=O)(O)[O-].[Na+], predict the reaction product. The product is: [CH3:1][CH:2]([N:4]1[C:8]([C:9]([NH:34][C:25]2[CH:26]=[C:27]([Sn:30]([CH3:33])([CH3:32])[CH3:31])[CH:28]=[C:29]3[C:24]=2[CH:23]=[N:22][N:21]3[S:18]([C:12]2[CH:17]=[CH:16][CH:15]=[CH:14][CH:13]=2)(=[O:20])=[O:19])=[O:10])=[CH:7][CH:6]=[N:5]1)[CH3:3]. (5) The product is: [Cl:1][C:2]1[CH:7]=[CH:6][C:5]([C:8]2[S:9][CH:10]=[C:11]([CH2:13][S:14][C:15]3[N:20]=[C:19]([N:21]([CH3:26])[CH2:22][C:23]([NH:42][CH3:41])=[O:24])[C:18]([C:27]#[N:28])=[C:17]([C:29]4[CH:30]=[CH:31][C:32]([O:35][CH2:36][CH2:37][OH:38])=[CH:33][CH:34]=4)[C:16]=3[C:39]#[N:40])[N:12]=2)=[CH:4][CH:3]=1. Given the reactants [Cl:1][C:2]1[CH:7]=[CH:6][C:5]([C:8]2[S:9][CH:10]=[C:11]([CH2:13][S:14][C:15]3[N:20]=[C:19]([N:21]([CH3:26])[CH2:22][C:23](O)=[O:24])[C:18]([C:27]#[N:28])=[C:17]([C:29]4[CH:34]=[CH:33][C:32]([O:35][CH2:36][CH2:37][OH:38])=[CH:31][CH:30]=4)[C:16]=3[C:39]#[N:40])[N:12]=2)=[CH:4][CH:3]=1.[CH3:41][N:42](C(ON1N=NC2C=CC=NC1=2)=[N+](C)C)C.F[P-](F)(F)(F)(F)F.CN.C(N(CC)C(C)C)(C)C, predict the reaction product. (6) Given the reactants [CH3:1][O:2][C:3]1[CH:4]=[C:5]2[C:9](=[CH:10][CH:11]=1)[C:8](=O)[CH2:7][CH2:6]2.Br[CH2:14][C:15]([O:17][CH2:18][CH3:19])=[O:16], predict the reaction product. The product is: [CH2:18]([O:17][C:15](=[O:16])[CH:14]=[C:8]1[C:9]2[C:5](=[CH:4][C:3]([O:2][CH3:1])=[CH:11][CH:10]=2)[CH2:6][CH2:7]1)[CH3:19]. (7) Given the reactants C(N1[C:11]2=[CH:12][C:13]3[C:17](=[CH:18][C:10]2=C(C2SC(Br)=CC=2)C1=O)[N:16](CCCCCC)[C:15](=O)[C:14]=3[C:26]1S[C:28](Br)=[CH:29][CH:30]=1)CCCCC.[O-]P([O-])([O-])=O.[K+].[K+].[K+].C1(C)C=CC=CC=1.O.BrC1SC=CC=1, predict the reaction product. The product is: [CH:28]1[C:15]2[NH:16][C:17]3[C:13](=[CH:12][CH:11]=[CH:10][CH:18]=3)[C:14]=2[CH:26]=[CH:30][CH:29]=1. (8) Given the reactants [N:1]1([C:7]2[CH:12]=[CH:11][C:10]([N+:13]([O-])=O)=[CH:9][C:8]=2[OH:16])[CH2:6][CH2:5][O:4][CH2:3][CH2:2]1.[Cl:17][CH2:18][CH2:19][N:20]1[CH2:25][CH2:24][O:23][CH2:22][CH2:21]1.C(=O)([O-])[O-].[K+].[K+].Cl.C(OCC)(=O)C, predict the reaction product. The product is: [ClH:17].[N:1]1([C:7]2[CH:12]=[CH:11][C:10]([NH2:13])=[CH:9][C:8]=2[O:16][CH2:18][CH2:19][N:20]2[CH2:25][CH2:24][O:23][CH2:22][CH2:21]2)[CH2:6][CH2:5][O:4][CH2:3][CH2:2]1.